Task: Predict the reaction yield, written as a fraction of the theoretical maximum amount of product (1.0 means a 100% yield; for example, 0.34 means a 34% yield).. Dataset: Reaction yield outcomes from USPTO patents with 853,638 reactions (1) The reactants are [CH:1]([N:4]1[CH:8]=[CH:7][C:6]([CH:9]([N:14]2[CH2:20][CH2:19][CH2:18][N:17]([C:21]3[C:22]([O:31][CH3:32])=[CH:23][CH:24]=[C:25]4[C:30]=3[N:29]=[CH:28][CH:27]=[CH:26]4)[CH2:16][CH2:15]2)[CH2:10][C:11]([OH:13])=O)=[N:5]1)([CH3:3])[CH3:2].[N:33]1([CH2:38][CH2:39][NH2:40])[CH2:37][CH2:36][CH2:35][CH2:34]1.CN(C=O)C.CN(C(ON1N=NC2C=CC=NC1=2)=[N+](C)C)C.F[P-](F)(F)(F)(F)F. The catalyst is O. The product is [CH:1]([N:4]1[CH:8]=[CH:7][C:6]([CH:9]([N:14]2[CH2:20][CH2:19][CH2:18][N:17]([C:21]3[C:22]([O:31][CH3:32])=[CH:23][CH:24]=[C:25]4[C:30]=3[N:29]=[CH:28][CH:27]=[CH:26]4)[CH2:16][CH2:15]2)[CH2:10][C:11]([NH:40][CH2:39][CH2:38][N:33]2[CH2:37][CH2:36][CH2:35][CH2:34]2)=[O:13])=[N:5]1)([CH3:3])[CH3:2]. The yield is 0.860. (2) The reactants are [NH:1]1[CH2:6][CH2:5][CH:4]([N:7]2[C:12](=[O:13])[CH2:11][O:10][C@H:9]3[CH2:14][CH2:15][CH2:16][CH2:17][C@H:8]23)[CH2:3][CH2:2]1.[CH2:18]([O:20][CH2:21][CH:22]1[CH2:26][CH2:25][C:24](=O)[CH2:23]1)[CH3:19]. No catalyst specified. The product is [CH2:18]([O:20][CH2:21][CH:22]1[CH2:26][CH2:25][CH:24]([N:1]2[CH2:2][CH2:3][CH:4]([N:7]3[C:12](=[O:13])[CH2:11][O:10][C@H:9]4[CH2:14][CH2:15][CH2:16][CH2:17][C@H:8]34)[CH2:5][CH2:6]2)[CH2:23]1)[CH3:19]. The yield is 0.721. (3) The reactants are [OH:1][C:2]1[CH:3]=[CH:4][C:5]2[C:6](=[O:17])[C:7]3[C:12]([O:13][C:14]=2[C:15]=1[OH:16])=[CH:11][CH:10]=[CH:9][CH:8]=3.Cl[C:19]([CH3:23])([CH3:22])[C:20]#[CH:21].N12CCCN=[C:30]1[CH2:29][CH2:28][CH2:27]CC2.[C:35](#N)C. No catalyst specified. The product is [CH3:22][C:19]([CH3:23])([O:1][C:2]1[CH:3]=[CH:4][C:5]2[C:6](=[O:17])[C:7]3[C:12]([O:13][C:14]=2[C:15]=1[O:16][C:29]([CH3:30])([CH3:35])[C:28]#[CH:27])=[CH:11][CH:10]=[CH:9][CH:8]=3)[C:20]#[CH:21]. The yield is 0.250. (4) The reactants are [Cl:1]N1C(=O)CCC1=O.[NH2:9][C:10]1[CH:15]=[CH:14][C:13]([C:16]([CH3:20])([CH3:19])[C:17]#[N:18])=[CH:12][CH:11]=1. The catalyst is C(O)(C)C. The product is [NH2:9][C:10]1[CH:11]=[CH:12][C:13]([C:16]([CH3:20])([CH3:19])[C:17]#[N:18])=[CH:14][C:15]=1[Cl:1]. The yield is 0.480. (5) The catalyst is CN(C=O)C. The yield is 0.710. The reactants are [H-].[Na+].[NH2:3][C@@H:4]1[C:13]2[C:8](=[CH:9][CH:10]=[CH:11][CH:12]=2)[C@H:7]([OH:14])[CH2:6][CH2:5]1.F[C:16]1[CH:17]=[CH:18][C:19]2[N:20]([C:22]([C@@H:25]3[CH2:30][CH2:29][CH2:28][CH2:27][N:26]3[CH3:31])=[N:23][N:24]=2)[CH:21]=1. The product is [CH3:31][N:26]1[CH2:27][CH2:28][CH2:29][CH2:30][C@H:25]1[C:22]1[N:20]2[CH:21]=[C:16]([O:14][C@H:7]3[C:8]4[C:13](=[CH:12][CH:11]=[CH:10][CH:9]=4)[C@@H:4]([NH2:3])[CH2:5][CH2:6]3)[CH:17]=[CH:18][C:19]2=[N:24][N:23]=1.